This data is from Peptide-MHC class II binding affinity with 134,281 pairs from IEDB. The task is: Regression. Given a peptide amino acid sequence and an MHC pseudo amino acid sequence, predict their binding affinity value. This is MHC class II binding data. The peptide sequence is KSKYKLATSVLAGLL. The MHC is H-2-IAd with pseudo-sequence H-2-IAd. The binding affinity (normalized) is 0.624.